This data is from NCI-60 drug combinations with 297,098 pairs across 59 cell lines. The task is: Regression. Given two drug SMILES strings and cell line genomic features, predict the synergy score measuring deviation from expected non-interaction effect. (1) Drug 1: CC1OCC2C(O1)C(C(C(O2)OC3C4COC(=O)C4C(C5=CC6=C(C=C35)OCO6)C7=CC(=C(C(=C7)OC)O)OC)O)O. Drug 2: C1C(C(OC1N2C=NC(=NC2=O)N)CO)O. Cell line: SR. Synergy scores: CSS=53.1, Synergy_ZIP=-3.15, Synergy_Bliss=-3.54, Synergy_Loewe=-3.17, Synergy_HSA=-0.754. (2) Drug 1: CCCS(=O)(=O)NC1=C(C(=C(C=C1)F)C(=O)C2=CNC3=C2C=C(C=N3)C4=CC=C(C=C4)Cl)F. Drug 2: C1C(C(OC1N2C=NC(=NC2=O)N)CO)O. Cell line: SK-MEL-28. Synergy scores: CSS=29.7, Synergy_ZIP=-1.25, Synergy_Bliss=-3.52, Synergy_Loewe=-12.4, Synergy_HSA=-5.06. (3) Drug 1: CC1CCC2CC(C(=CC=CC=CC(CC(C(=O)C(C(C(=CC(C(=O)CC(OC(=O)C3CCCCN3C(=O)C(=O)C1(O2)O)C(C)CC4CCC(C(C4)OC)O)C)C)O)OC)C)C)C)OC. Cell line: HS 578T. Synergy scores: CSS=11.9, Synergy_ZIP=-3.53, Synergy_Bliss=1.04, Synergy_Loewe=2.53, Synergy_HSA=3.28. Drug 2: CCN(CC)CCNC(=O)C1=C(NC(=C1C)C=C2C3=C(C=CC(=C3)F)NC2=O)C. (4) Drug 1: CC1=CC2C(CCC3(C2CCC3(C(=O)C)OC(=O)C)C)C4(C1=CC(=O)CC4)C. Drug 2: CC(C)CN1C=NC2=C1C3=CC=CC=C3N=C2N. Cell line: T-47D. Synergy scores: CSS=6.72, Synergy_ZIP=-4.25, Synergy_Bliss=-3.47, Synergy_Loewe=-3.86, Synergy_HSA=-3.73. (5) Drug 1: CN1CCC(CC1)COC2=C(C=C3C(=C2)N=CN=C3NC4=C(C=C(C=C4)Br)F)OC. Drug 2: C1=CC(=CC=C1CCC2=CNC3=C2C(=O)NC(=N3)N)C(=O)NC(CCC(=O)O)C(=O)O. Cell line: A498. Synergy scores: CSS=31.9, Synergy_ZIP=-3.27, Synergy_Bliss=-0.762, Synergy_Loewe=1.52, Synergy_HSA=4.40. (6) Drug 1: CN1C(=O)N2C=NC(=C2N=N1)C(=O)N. Drug 2: C#CCC(CC1=CN=C2C(=N1)C(=NC(=N2)N)N)C3=CC=C(C=C3)C(=O)NC(CCC(=O)O)C(=O)O. Cell line: CCRF-CEM. Synergy scores: CSS=70.5, Synergy_ZIP=6.21, Synergy_Bliss=8.43, Synergy_Loewe=-24.5, Synergy_HSA=5.02. (7) Drug 1: CCCS(=O)(=O)NC1=C(C(=C(C=C1)F)C(=O)C2=CNC3=C2C=C(C=N3)C4=CC=C(C=C4)Cl)F. Drug 2: COC1=C(C=C2C(=C1)N=CN=C2NC3=CC(=C(C=C3)F)Cl)OCCCN4CCOCC4. Cell line: MALME-3M. Synergy scores: CSS=72.1, Synergy_ZIP=7.98, Synergy_Bliss=7.21, Synergy_Loewe=3.90, Synergy_HSA=10.4. (8) Drug 1: CN(CC1=CN=C2C(=N1)C(=NC(=N2)N)N)C3=CC=C(C=C3)C(=O)NC(CCC(=O)O)C(=O)O. Drug 2: CC1=C(C=C(C=C1)NC(=O)C2=CC=C(C=C2)CN3CCN(CC3)C)NC4=NC=CC(=N4)C5=CN=CC=C5. Cell line: CCRF-CEM. Synergy scores: CSS=12.2, Synergy_ZIP=28.0, Synergy_Bliss=24.6, Synergy_Loewe=15.8, Synergy_HSA=17.2. (9) Drug 1: CC1C(C(CC(O1)OC2CC(CC3=C2C(=C4C(=C3O)C(=O)C5=C(C4=O)C(=CC=C5)OC)O)(C(=O)CO)O)N)O.Cl. Drug 2: CC1=C(C(=O)C2=C(C1=O)N3CC4C(C3(C2COC(=O)N)OC)N4)N. Cell line: HCC-2998. Synergy scores: CSS=33.5, Synergy_ZIP=-1.51, Synergy_Bliss=-0.992, Synergy_Loewe=3.01, Synergy_HSA=5.47.